From a dataset of Forward reaction prediction with 1.9M reactions from USPTO patents (1976-2016). Predict the product of the given reaction. (1) Given the reactants [Cl:1][C:2]1[N:3]=[C:4]([C:9]2[CH:14]=[CH:13][CH:12]=[CH:11][CH:10]=2)[NH:5][C:6]=1[CH:7]=[O:8].CS(O[CH2:20][CH2:21][CH2:22][CH2:23][O:24][CH3:25])(=O)=O.C(=O)([O-])[O-].[Cs+].[Cs+], predict the reaction product. The product is: [Cl:1][C:2]1[N:3]=[C:4]([C:9]2[CH:10]=[CH:11][CH:12]=[CH:13][CH:14]=2)[N:5]([CH2:20][CH2:21][CH2:22][CH2:23][O:24][CH3:25])[C:6]=1[CH:7]=[O:8]. (2) Given the reactants [CH:1](=C1C2C(C)(C)C(CS(O)(=O)=O)(CC2)C1=O)[C:2]1[CH:7]=[CH:6][C:5]([CH:8]=[C:9]2[CH:14]3[C:15]([CH3:17])([CH3:16])[C:11]([CH2:18]S(O)(=O)=O)([CH2:12][CH2:13]3)[C:10]2=[O:23])=[CH:4][CH:3]=1.C=C(C1(C2C3N=NNC=3C=CC=2)C(C)=C(C)C(C)=C(C)C1(C1C2N=NNC=2C=CC=1)O)CCC.COC1C(C2C=CC=CC=2)=NN=NC=1.C(C1C=CC(O)=C(OCCCCCC)C=1CC)C.CCCCC(COC(C1C=CC(NC2N=C(NC3C=CC(C(OCC(CCCC)CC)=O)=CC=3)N=C(NC3C=CC(C(OCC(CCCC)CC)=O)=CC=3)N=2)=CC=1)=O)CC.CCCCC(COC(C1C=CC(NC2N=C(NC3C=CC(C(NC(C)(C)C)=O)=CC=3)N=C(NC3C=CC(C(OCC(CCCC)CC)=O)=CC=3)N=2)=CC=1)=O)CC.C1(C2C=CC=CC=2)C=CC(C2N=C(C3C=CC(C4C=CC=CC=4)=CC=3)N=C(C3C=CC(C4C=CC=CC=4)=CC=3)N=2)=CC=1.CC1C=C(N2N=C3C(C=CC=C3)=N2)C(O)=C(CC(C[Si](O[Si](C)(C)C)(O[Si](C)(C)C)C)C)C=1, predict the reaction product. The product is: [CH3:1][C:2]1[CH:3]=[CH:4][C:5]([CH:8]=[C:9]2[CH:14]3[C:15]([CH3:16])([CH3:17])[C:11]([CH3:18])([CH2:12][CH2:13]3)[C:10]2=[O:23])=[CH:6][CH:7]=1.